From a dataset of Full USPTO retrosynthesis dataset with 1.9M reactions from patents (1976-2016). Predict the reactants needed to synthesize the given product. Given the product [NH2:8][C:5]1[N:6]=[CH:7][C:2]([C:11]#[N:12])=[CH:3][C:4]=1[O:9][CH3:10], predict the reactants needed to synthesize it. The reactants are: Br[C:2]1[CH:3]=[C:4]([O:9][CH3:10])[C:5]([NH2:8])=[N:6][CH:7]=1.[CH3:11][N:12](C)C=O.